From a dataset of Catalyst prediction with 721,799 reactions and 888 catalyst types from USPTO. Predict which catalyst facilitates the given reaction. (1) The catalyst class is: 6. Product: [C:1]1([N:7]2[C:11]([C:12]3[CH:13]=[CH:14][CH:15]=[CH:16][CH:17]=3)=[CH:10][CH:9]=[C:8]2[C:18]2[CH:19]=[C:20]3[C:25](=[CH:26][CH:27]=2)[CH:24]=[C:23]([O:28][CH2:29][C:30]([OH:32])=[O:31])[CH:22]=[CH:21]3)[CH:6]=[CH:5][CH:4]=[CH:3][CH:2]=1. Reactant: [C:1]1([N:7]2[C:11]([C:12]3[CH:17]=[CH:16][CH:15]=[CH:14][CH:13]=3)=[CH:10][CH:9]=[C:8]2[C:18]2[CH:19]=[C:20]3[C:25](=[CH:26][CH:27]=2)[CH:24]=[C:23]([O:28][CH2:29][C:30]([O:32]C)=[O:31])[CH:22]=[CH:21]3)[CH:6]=[CH:5][CH:4]=[CH:3][CH:2]=1.[OH-].[Na+].C1COCC1.CO. (2) Reactant: Br[C:2]1[CH:3]=[C:4]([C:12]2[N:13]=[C:14]([CH2:17][CH2:18][C:19]([O:21][CH3:22])=[O:20])[O:15][CH:16]=2)[CH:5]=[C:6]([C:8]([F:11])([F:10])[F:9])[CH:7]=1.[S:23]1[CH:27]=[CH:26][CH:25]=[C:24]1B(O)O.C(=O)([O-])[O-].[Na+].[Na+]. Product: [S:23]1[CH:27]=[CH:26][CH:25]=[C:24]1[C:2]1[CH:3]=[C:4]([C:12]2[N:13]=[C:14]([CH2:17][CH2:18][C:19]([O:21][CH3:22])=[O:20])[O:15][CH:16]=2)[CH:5]=[C:6]([C:8]([F:11])([F:10])[F:9])[CH:7]=1. The catalyst class is: 109. (3) The catalyst class is: 1. Product: [CH2:2]([O:9][C:10]1[CH:11]=[CH:12][C:13]([NH:14][C:25](=[O:26])[CH2:24][Cl:23])=[CH:15][CH:16]=1)[C:3]1[CH:4]=[CH:5][CH:6]=[CH:7][CH:8]=1. Reactant: Cl.[CH2:2]([O:9][C:10]1[CH:16]=[CH:15][C:13]([NH2:14])=[CH:12][CH:11]=1)[C:3]1[CH:8]=[CH:7][CH:6]=[CH:5][CH:4]=1.C(=O)([O-])[O-].[K+].[K+].[Cl:23][CH2:24][C:25](Cl)=[O:26].C(OCC)C. (4) The catalyst class is: 16. Reactant: [CH3:1][N:2]1[CH2:7][CH2:6][CH:5]([OH:8])[CH2:4][CH2:3]1.[H-].[Na+].Cl[C:12]1[CH:17]=[C:16]([C:18]#[N:19])[CH:15]=[CH:14][N:13]=1.O. Product: [CH3:1][N:2]1[CH2:7][CH2:6][CH:5]([O:8][C:12]2[CH:17]=[C:16]([CH:15]=[CH:14][N:13]=2)[C:18]#[N:19])[CH2:4][CH2:3]1. (5) Reactant: [CH2:1]([O:8][N:9]([CH2:12][C:13]1[CH:18]=[C:17]([Cl:19])[C:16]([OH:20])=[C:15]([Cl:21])[CH:14]=1)[CH:10]=[O:11])[C:2]1[CH:7]=[CH:6][CH:5]=[CH:4][CH:3]=1.[CH2:22](O)[CH2:23][CH2:24][CH3:25].C1C=CC(P(C2C=CC=CC=2)C2C=CC=CC=2)=CC=1.CCOC(/N=N/C(OCC)=O)=O. Product: [CH2:1]([O:8][N:9]([CH2:12][C:13]1[CH:14]=[C:15]([Cl:21])[C:16]([O:20][CH2:22][CH2:23][CH2:24][CH3:25])=[C:17]([Cl:19])[CH:18]=1)[CH:10]=[O:11])[C:2]1[CH:7]=[CH:6][CH:5]=[CH:4][CH:3]=1. The catalyst class is: 2.